Predict the product of the given reaction. From a dataset of Forward reaction prediction with 1.9M reactions from USPTO patents (1976-2016). (1) Given the reactants [S:1]1[CH:5]=[CH:4][CH:3]=[C:2]1[C:6]1[O:7][C:8]2[C:9](=[C:11]([C:15]([OH:17])=O)[CH:12]=[CH:13][CH:14]=2)[N:10]=1.Cl.Cl.[NH2:20][CH:21]1[CH2:28][CH:27]2[N:29]([CH3:30])[CH:23]([CH2:24][CH2:25][CH2:26]2)[CH2:22]1.Cl.C(N=C=NCCCN(C)C)C.ON1C2C=CC=CC=2N=N1.C(N(CC)CC)C, predict the reaction product. The product is: [CH3:30][N:29]1[CH:23]2[CH2:24][CH2:25][CH2:26][CH:27]1[CH2:28][CH:21]([NH:20][C:15]([C:11]1[CH:12]=[CH:13][CH:14]=[C:8]3[O:7][C:6]([C:2]4[S:1][CH:5]=[CH:4][CH:3]=4)=[N:10][C:9]=13)=[O:17])[CH2:22]2. (2) Given the reactants CN(C=O)C.[Cl:6][C:7]1[CH:8]=[C:9]([CH:22]=[CH:23][C:24]=1[Cl:25])[CH2:10][NH:11][C:12]([NH:14][C:15]1[S:16][CH:17]=[C:18]([CH2:20]I)[N:19]=1)=[O:13].[CH3:26][C:27]1[C:31]([S:32]([O-:34])=[O:33])=[C:30]([CH3:35])[O:29][N:28]=1.[Na+], predict the reaction product. The product is: [Cl:6][C:7]1[CH:8]=[C:9]([CH:22]=[CH:23][C:24]=1[Cl:25])[CH2:10][NH:11][C:12]([NH:14][C:15]1[S:16][CH:17]=[C:18]([CH2:20][S:32]([C:31]2[C:27]([CH3:26])=[N:28][O:29][C:30]=2[CH3:35])(=[O:34])=[O:33])[N:19]=1)=[O:13]. (3) Given the reactants [Cl:1][C:2]1[CH:3]=[C:4]([NH:19][C:20]2[C:30]3[CH:29]=[C:28]([C:31](O)=[O:32])[CH2:27][CH2:26][NH:25][C:24]=3[N:23]=[CH:22][N:21]=2)[CH:5]=[CH:6][C:7]=1[O:8][C:9]1[CH:14]=[CH:13][CH:12]=[C:11]([C:15]([F:18])([F:17])[F:16])[CH:10]=1.[OH:34]N1C2C=CC=CC=2N=N1.Cl.C(N=C=NCCCN(C)C)C.[F:56][C:57]1[CH:64]=[C:63]([F:65])[CH:62]=[CH:61][C:58]=1[CH2:59][NH2:60].CN(C)[CH:68]=[O:69], predict the reaction product. The product is: [F:16][C:15]([F:18])([F:17])[C:68]([OH:69])=[O:34].[Cl:1][C:2]1[CH:3]=[C:4]([NH:19][C:20]2[C:30]3[CH:29]=[C:28]([C:31]([NH:60][CH2:59][C:58]4[CH:61]=[CH:62][C:63]([F:65])=[CH:64][C:57]=4[F:56])=[O:32])[CH2:27][CH2:26][NH:25][C:24]=3[N:23]=[CH:22][N:21]=2)[CH:5]=[CH:6][C:7]=1[O:8][C:9]1[CH:14]=[CH:13][CH:12]=[C:11]([C:15]([F:18])([F:16])[F:17])[CH:10]=1. (4) The product is: [Cl:1][C:2]1[CH:7]=[CH:6][N:5]=[C:4]2[NH:8][C:9]([I:11])=[CH:10][C:3]=12. Given the reactants [Cl:1][C:2]1[CH:7]=[CH:6][N:5]=[C:4]2[N:8](S(C3C=CC=CC=3I)(=O)=O)[C:9]([I:11])=[CH:10][C:3]=12.[OH-].[Na+].CO.[Cl-].[NH4+], predict the reaction product. (5) Given the reactants [NH2:1][C:2]1[CH:3]=[C:4]([CH:16]=[CH:17][C:18]=1[O:19][CH3:20])[C:5]([NH:7][C:8]1[CH:13]=[CH:12][C:11]([F:14])=[C:10]([F:15])[CH:9]=1)=[O:6].[Cl:21][C:22]1[CH:23]=[C:24]([N:29]=[C:30]=[S:31])[CH:25]=[C:26]([Cl:28])[CH:27]=1, predict the reaction product. The product is: [Cl:21][C:22]1[CH:23]=[C:24]([NH:29][C:30](=[S:31])[NH:1][C:2]2[CH:3]=[C:4]([CH:16]=[CH:17][C:18]=2[O:19][CH3:20])[C:5]([NH:7][C:8]2[CH:13]=[CH:12][C:11]([F:14])=[C:10]([F:15])[CH:9]=2)=[O:6])[CH:25]=[C:26]([Cl:28])[CH:27]=1. (6) The product is: [NH:11]1[CH:10]=[CH:9][N:8]=[C:7]1[NH:6][C:4]([C:3]1[C:2]2[N:1]=[C:18]([C:19]([OH:20])=[O:26])[NH:16][C:15]=2[CH:14]=[CH:13][CH:12]=1)=[O:5]. Given the reactants [NH2:1][C:2]1[C:15]([NH2:16])=[CH:14][CH:13]=[CH:12][C:3]=1[C:4]([NH:6][C:7]1[NH:8][CH:9]=[CH:10][N:11]=1)=[O:5].Cl[C:18](Cl)(Cl)[C:19](N)=[O:20].Cl.[Li+].[OH-:26], predict the reaction product. (7) Given the reactants [CH2:1]([O:8][C:9]1[CH:14]=[CH:13][C:12]([CH2:15][CH2:16][C:17](O)=[O:18])=[CH:11][C:10]=1[O:20][CH3:21])[C:2]1[CH:7]=[CH:6][CH:5]=[CH:4][CH:3]=1.ClC(OCC)=O.[OH-].[NH4+:29], predict the reaction product. The product is: [CH2:1]([O:8][C:9]1[CH:14]=[CH:13][C:12]([CH2:15][CH2:16][C:17]([NH2:29])=[O:18])=[CH:11][C:10]=1[O:20][CH3:21])[C:2]1[CH:7]=[CH:6][CH:5]=[CH:4][CH:3]=1. (8) Given the reactants NC1C=C(OC)C(Cl)=CC=1C(C1C=CC=CC=1Cl)=O.NC1C(C)=NN(CC=C)C=1Cl.[Cl:31][C:32]1[C:33]([O:57][CH3:58])=[CH:34][C:35]2[N:41]=[C:40]3[N:42](CC=C)[NH:43][C:44]([CH3:45])=[C:39]3[N:38]=[C:37]([C:49]3[CH:54]=[CH:53][CH:52]=[CH:51][C:50]=3[Cl:55])[C:36]=2[CH:56]=1.[H-].C([Al+]CC(C)C)C(C)C, predict the reaction product. The product is: [Cl:31][C:32]1[C:33]([O:57][CH3:58])=[CH:34][C:35]2[N:41]=[C:40]3[NH:42][NH:43][C:44]([CH3:45])=[C:39]3[N:38]=[C:37]([C:49]3[CH:54]=[CH:53][CH:52]=[CH:51][C:50]=3[Cl:55])[C:36]=2[CH:56]=1. (9) Given the reactants [NH2:1][CH:2]([C:6]([NH2:8])=[O:7])[C:3]([NH2:5])=[O:4].[CH3:9]C([OH:12])C.C(OCC)(OCC)OCC.[ClH:23], predict the reaction product. The product is: [OH2:4].[OH2:12].[ClH:23].[OH:4][C:3]1[NH:5][CH:9]=[N:1][C:2]=1[C:6]([NH2:8])=[O:7].